This data is from Reaction yield outcomes from USPTO patents with 853,638 reactions. The task is: Predict the reaction yield, written as a fraction of the theoretical maximum amount of product (1.0 means a 100% yield; for example, 0.34 means a 34% yield). (1) The reactants are [H-].[Al+3].[Li+].[H-].[H-].[H-].[CH3:7][O:8][CH2:9][O:10][C:11]1[CH:21]=[CH:20][CH:19]=[C:13]2[C:14]([O:16][C:17](=O)[C:12]=12)=[O:15].[Cl-].[NH4+]. The catalyst is O1CCCC1.CCOCC. The product is [CH3:7][O:8][CH2:9][O:10][C:11]1[CH:21]=[CH:20][CH:19]=[C:13]([CH2:14][OH:15])[C:12]=1[CH2:17][OH:16]. The yield is 0.600. (2) The reactants are [Cl:1][C:2]1[CH:3]=[C:4](OS([C:26]([F:29])([F:28])[F:27])(=O)=O)[CH:5]=[C:6]([Cl:21])[C:7]=1[CH2:8][C@@H:9]1[CH2:13][CH2:12][N:11]([N:14]2[CH2:19][CH2:18][O:17][CH2:16][CH2:15]2)[C:10]1=[O:20].[F:30][C:31]1[CH:36]=[CH:35][C:34](B(O)O)=[CH:33][CH:32]=1.[C:40](=O)([O-:42])[O-:41].[Na+].[Na+]. The catalyst is C1COCC1.O.C(OCC)(=O)C.C1C=CC([P]([Pd]([P](C2C=CC=CC=2)(C2C=CC=CC=2)C2C=CC=CC=2)([P](C2C=CC=CC=2)(C2C=CC=CC=2)C2C=CC=CC=2)[P](C2C=CC=CC=2)(C2C=CC=CC=2)C2C=CC=CC=2)(C2C=CC=CC=2)C2C=CC=CC=2)=CC=1. The product is [F:29][C:26]([F:27])([F:28])[C:40]([OH:42])=[O:41].[Cl:1][C:2]1[CH:3]=[C:4]([C:34]2[CH:35]=[CH:36][C:31]([F:30])=[CH:32][CH:33]=2)[CH:5]=[C:6]([Cl:21])[C:7]=1[CH2:8][C@@H:9]1[CH2:13][CH2:12][N:11]([N:14]2[CH2:19][CH2:18][O:17][CH2:16][CH2:15]2)[C:10]1=[O:20]. The yield is 0.920. (3) The reactants are [OH:1][C:2]1[C:11]2[C:6](=[C:7]([C:12]([F:15])([F:14])[F:13])[CH:8]=[CH:9][CH:10]=2)[N:5]=[CH:4][C:3]=1[C:16]([C:18]1[CH:23]=[CH:22][CH:21]=[CH:20][CH:19]=1)=O.[Cl-].[Al+3].[Cl-].[Cl-].[BH4-].[Na+].O. The catalyst is O1CCCC1. The product is [CH2:16]([C:3]1[CH:4]=[N:5][C:6]2[C:11]([C:2]=1[OH:1])=[CH:10][CH:9]=[CH:8][C:7]=2[C:12]([F:15])([F:13])[F:14])[C:18]1[CH:19]=[CH:20][CH:21]=[CH:22][CH:23]=1. The yield is 0.720.